From a dataset of Forward reaction prediction with 1.9M reactions from USPTO patents (1976-2016). Predict the product of the given reaction. (1) Given the reactants [Cl:1][C:2]1[N:3]=[CH:4][C:5]2[CH:10]=[C:9]([CH:11](OCC)[O:12]CC)[N:8]([CH:18]3[CH2:22][CH2:21][CH2:20][CH2:19]3)[C:6]=2[N:7]=1.Cl.O.CCCCCCC.C(OCC)(=O)C, predict the reaction product. The product is: [Cl:1][C:2]1[N:3]=[CH:4][C:5]2[CH:10]=[C:9]([CH:11]=[O:12])[N:8]([CH:18]3[CH2:19][CH2:20][CH2:21][CH2:22]3)[C:6]=2[N:7]=1. (2) Given the reactants [CH3:1][N:2]1[C:6]2=[N:7][C:8]([N:11]3[CH:16]=[CH:15][C:14]([C:17]4[N:18]=[N:19][C:20]([C:23]([F:26])([F:25])[F:24])=[CH:21][CH:22]=4)=[CH:13][C:12]3=[O:27])=[CH:9][CH:10]=[C:5]2[C:4]2[CH2:28][NH:29][CH2:30][CH2:31][C:3]1=2.[ClH:32], predict the reaction product. The product is: [ClH:32].[CH3:1][N:2]1[C:6]2=[N:7][C:8]([N:11]3[CH:16]=[CH:15][C:14]([C:17]4[N:18]=[N:19][C:20]([C:23]([F:24])([F:26])[F:25])=[CH:21][CH:22]=4)=[CH:13][C:12]3=[O:27])=[CH:9][CH:10]=[C:5]2[C:4]2[CH2:28][NH:29][CH2:30][CH2:31][C:3]1=2. (3) The product is: [C:24](=[O:25])([O:26][C:27]1[CH:28]=[CH:29][C:30]([N+:33]([O-:35])=[O:34])=[CH:31][CH:32]=1)[O:20][C@H:15]([CH2:14][O:13][C:12]1[CH:11]=[CH:10][C:9]([O:8][CH2:1][C:2]2[CH:3]=[CH:4][CH:5]=[CH:6][CH:7]=2)=[CH:22][CH:21]=1)[C:16]([CH3:19])([CH3:17])[CH3:18]. Given the reactants [CH2:1]([O:8][C:9]1[CH:22]=[CH:21][C:12]([O:13][CH2:14][C@@H:15]([OH:20])[C:16]([CH3:19])([CH3:18])[CH3:17])=[CH:11][CH:10]=1)[C:2]1[CH:7]=[CH:6][CH:5]=[CH:4][CH:3]=1.Cl[C:24]([O:26][C:27]1[CH:32]=[CH:31][C:30]([N+:33]([O-:35])=[O:34])=[CH:29][CH:28]=1)=[O:25], predict the reaction product. (4) Given the reactants [CH3:1][C:2]1[CH:7]=[CH:6][C:5]([N:8]2[CH2:13][CH2:12][N:11]([C:14]([O:16][CH2:17][C@@H:18]3[CH2:23][CH2:22][CH2:21][N:20]([CH3:24])[CH2:19]3)=[O:15])[CH2:10][CH2:9]2)=[CH:4][CH:3]=1.CN1CCOCC1.ClC(OC1C=CC=CC=1[N+]([O-])=O)=O.Cl.Cl.CC1C=CC(N2CCNCC2)=CC=1.CCN(C(C)C)C(C)C, predict the reaction product. The product is: [CH3:1][C:2]1[CH:7]=[CH:6][C:5]([N:8]2[CH2:13][CH2:12][N:11]([C:14]([O:16][CH2:17][C@H:18]3[CH2:23][CH2:22][CH2:21][N:20]([CH3:24])[CH2:19]3)=[O:15])[CH2:10][CH2:9]2)=[CH:4][CH:3]=1. (5) Given the reactants [OH:1][NH2:2].[C:3]1(=[O:9])[O:8][C:6](=[O:7])[CH2:5][CH2:4]1, predict the reaction product. The product is: [C:3]([OH:8])(=[O:9])[CH2:4][CH2:5][C:6]([OH:1])=[O:7].[NH2:2][OH:1]. (6) Given the reactants Br[C:2]1[C:7]([O:8][CH2:9][C:10]2[CH:15]=[CH:14][C:13]([S:16]([NH2:19])(=[O:18])=[O:17])=[CH:12][CH:11]=2)=[C:6]([O:20][CH3:21])[C:5]([O:22][CH:23]([F:25])[F:24])=[CH:4][CH:3]=1.C(=O)([O-])[O-].[Cs+].[Cs+].CC1(C)C(C)(C)OB([C:40]2[CH:41]=[C:42]3[C:46](=[CH:47][CH:48]=2)[C:45](=[O:49])[NH:44][CH2:43]3)O1, predict the reaction product. The product is: [F:24][CH:23]([F:25])[O:22][C:5]1[C:6]([O:20][CH3:21])=[C:7]([C:2]([C:40]2[CH:41]=[C:42]3[C:46](=[CH:47][CH:48]=2)[C:45](=[O:49])[NH:44][CH2:43]3)=[CH:3][CH:4]=1)[O:8][CH2:9][C:10]1[CH:15]=[CH:14][C:13]([S:16]([NH2:19])(=[O:18])=[O:17])=[CH:12][CH:11]=1.